Dataset: Reaction yield outcomes from USPTO patents with 853,638 reactions. Task: Predict the reaction yield, written as a fraction of the theoretical maximum amount of product (1.0 means a 100% yield; for example, 0.34 means a 34% yield). (1) The reactants are [Cl:1][C:2]1[CH:11]=[C:10]2[C:5]([C:6]([N:12]3[CH2:17][CH2:16][N:15]([C:18]([NH:20][C:21]4[CH:26]=[CH:25][C:24]([O:27][C:28]5[CH:33]=[CH:32][CH:31]=[CH:30][CH:29]=5)=[CH:23][CH:22]=4)=[O:19])[CH2:14][CH2:13]3)=[N:7][CH:8]=[N:9]2)=[CH:4][C:3]=1[N+:34]([O-])=O. The catalyst is C(O)(=O)C.[Zn]. The product is [NH2:34][C:3]1[CH:4]=[C:5]2[C:10](=[CH:11][C:2]=1[Cl:1])[N:9]=[CH:8][N:7]=[C:6]2[N:12]1[CH2:17][CH2:16][N:15]([C:18]([NH:20][C:21]2[CH:22]=[CH:23][C:24]([O:27][C:28]3[CH:29]=[CH:30][CH:31]=[CH:32][CH:33]=3)=[CH:25][CH:26]=2)=[O:19])[CH2:14][CH2:13]1. The yield is 0.180. (2) The reactants are [ClH:1].[S:2]1[CH:6]=[CH:5][C:4]2[C:7]([N:11]3[CH2:16][CH2:15][N:14]([CH2:17][CH2:18][CH2:19][O:20][C:21]4[C:26]([CH3:27])=[CH:25][C:24](Br)=[CH:23][C:22]=4[O:29][CH3:30])[CH2:13][CH2:12]3)=[CH:8][CH:9]=[CH:10][C:3]1=2.[C:31]([N:34]1[CH2:39][CH2:38][NH:37][CH2:36][CH2:35]1)(=[O:33])[CH3:32].C1(P(C2C=CC=CC=2)C2C=CC3C(=CC=CC=3)C=2C2C3C(=CC=CC=3)C=CC=2P(C2C=CC=CC=2)C2C=CC=CC=2)C=CC=CC=1.CC(C)([O-])C.[Na+]. The catalyst is C([O-])(=O)C.[Pd+2].C([O-])(=O)C.C1(C)C=CC=CC=1. The product is [ClH:1].[C:31]([N:34]1[CH2:39][CH2:38][N:37]([C:24]2[CH:25]=[C:26]([CH3:27])[C:21]([O:20][CH2:19][CH2:18][CH2:17][N:14]3[CH2:15][CH2:16][N:11]([C:7]4[C:4]5[CH:5]=[CH:6][S:2][C:3]=5[CH:10]=[CH:9][CH:8]=4)[CH2:12][CH2:13]3)=[C:22]([O:29][CH3:30])[CH:23]=2)[CH2:36][CH2:35]1)(=[O:33])[CH3:32]. The yield is 0.140. (3) The reactants are [NH:1]1[C:9]2[C:4](=[CH:5][C:6]([O:10][C:11]3[CH:16]=[CH:15][N:14]=[C:13]([NH2:17])[CH:12]=3)=[CH:7][CH:8]=2)[CH:3]=[CH:2]1.[H-].[Na+].[CH3:20][CH:21]([CH3:34])[CH2:22][CH2:23][NH:24][C:25](=O)[O:26]C1C=CC=CC=1. The catalyst is CN(C)C=O. The product is [CH3:20][CH:21]([CH3:34])[CH2:22][CH2:23][NH:24][C:25]([N:1]1[C:9]2[C:4](=[CH:5][C:6]([O:10][C:11]3[CH:16]=[CH:15][N:14]=[C:13]([NH2:17])[CH:12]=3)=[CH:7][CH:8]=2)[CH:3]=[CH:2]1)=[O:26]. The yield is 0.480. (4) The reactants are [CH3:1][NH:2][C:3](=[O:22])[CH:4]=[C:5]([C:12]1[CH:13]=[C:14]2[C:18](=[CH:19][CH:20]=1)[NH:17][C:16]([CH3:21])=[CH:15]2)[C:6]1[CH:11]=[CH:10][CH:9]=[CH:8][CH:7]=1. The catalyst is CCO.CCOC(C)=O.CO.[Pd]. The product is [CH3:1][NH:2][C:3](=[O:22])[CH2:4][CH:5]([C:12]1[CH:13]=[C:14]2[C:18](=[CH:19][CH:20]=1)[NH:17][C:16]([CH3:21])=[CH:15]2)[C:6]1[CH:7]=[CH:8][CH:9]=[CH:10][CH:11]=1. The yield is 1.00. (5) The reactants are Cl.[NH2:2][C:3]1[C:4]([C:8]([O:10][CH3:11])=[O:9])=[CH:5][S:6][CH:7]=1.C(N(C(C)C)C(C)C)C.[Br:21][C:22]1[CH:23]=[CH:24][C:25]([O:28][CH2:29][C:30](O)=[O:31])=[N:26][CH:27]=1.CN(C(ON1N=NC2C=CC=NC1=2)=[N+](C)C)C.F[P-](F)(F)(F)(F)F. The catalyst is CN(C)C=O.O. The yield is 0.730. The product is [CH3:11][O:10][C:8]([C:4]1[C:3]([NH:2][C:30](=[O:31])[CH2:29][O:28][C:25]2[CH:24]=[CH:23][C:22]([Br:21])=[CH:27][N:26]=2)=[CH:7][S:6][CH:5]=1)=[O:9]. (6) The yield is 0.570. The product is [C:12]([O:6][CH2:5][CH:4]([N:1]=[N+:2]=[N-:3])[CH2:7][OH:8])(=[O:13])[CH3:11]. The catalyst is C(Cl)Cl.O.C1(C)C=CC(S(O)(=O)=O)=CC=1. The reactants are [N:1]([CH:4]([CH2:7][OH:8])[CH2:5][OH:6])=[N+:2]=[N-:3].C([C:11](CC)(CC)[C:12]([O-])([O-])[O-:13])C.O.CCOC(C)=O. (7) The reactants are [CH2:1]([O:3][C:4](=[O:33])[CH2:5][NH:6][C:7]([N:9]([CH2:18][C:19]1[CH:24]=[CH:23][C:22]([CH2:25][CH2:26][CH2:27][CH2:28][CH2:29][CH2:30][CH2:31][CH3:32])=[CH:21][CH:20]=1)[NH:10]C(OC(C)(C)C)=O)=[O:8])[CH3:2].C(C1C=CC(N(C)C(=O)OC(C)(C)C)=CC=1)CCCCCCC. No catalyst specified. The product is [CH2:25]([C:22]1[CH:23]=[CH:24][C:19]([CH2:18][N:9]([C:7]([NH:6][CH2:5][C:4]([O:3][CH2:1][CH3:2])=[O:33])=[O:8])[NH2:10])=[CH:20][CH:21]=1)[CH2:26][CH2:27][CH2:28][CH2:29][CH2:30][CH2:31][CH3:32]. The yield is 0.890.